The task is: Predict which catalyst facilitates the given reaction.. This data is from Catalyst prediction with 721,799 reactions and 888 catalyst types from USPTO. (1) Reactant: C(NC(C)C)(C)C.C([Li])CCC.[CH3:13][CH:14]1[CH2:23][CH2:22][C:21]2[C:16](=[CH:17][CH:18]=[CH:19][CH:20]=2)[C:15]1=[O:24].[CH3:25][O:26][C:27](=[O:34])[CH2:28][CH2:29][CH2:30][CH2:31][CH:32]=[O:33]. Product: [CH3:25][O:26][C:27](=[O:34])[CH2:28][CH2:29][CH2:30][CH2:31][CH:32]([OH:33])[C:14]1([CH3:13])[CH2:23][CH2:22][C:21]2[C:16](=[CH:17][CH:18]=[CH:19][CH:20]=2)[C:15]1=[O:24]. The catalyst class is: 134. (2) Reactant: [CH3:1][CH:2]([CH2:13][CH2:14][CH2:15][C:16]1[CH:21]=[CH:20][CH:19]=[CH:18][CH:17]=1)[C:3]([O:5]N1C(=O)CCC1=O)=O.[CH:22]1[CH:27]=[CH:26][C:25]([C@@H:28]([NH2:31])[CH2:29][OH:30])=[CH:24][CH:23]=1. Product: [OH:30][CH2:29][C@H:28]([NH:31][C:3](=[O:5])[C@@H:2]([CH3:1])[CH2:13][CH2:14][CH2:15][C:16]1[CH:17]=[CH:18][CH:19]=[CH:20][CH:21]=1)[C:25]1[CH:26]=[CH:27][CH:22]=[CH:23][CH:24]=1. The catalyst class is: 1.